Dataset: Forward reaction prediction with 1.9M reactions from USPTO patents (1976-2016). Task: Predict the product of the given reaction. (1) The product is: [CH3:1][O:2][C:3]1[CH:4]=[C:5]([CH:32]=[CH:33][C:34]=1[O:35][CH3:36])[CH2:6][CH:7]1[C:13]2[CH:14]=[C:15]([O:20][CH3:21])[C:16]([O:18][CH3:19])=[CH:17][C:12]=2[CH2:11][CH2:10][CH2:9][N:8]1[CH:22]([C:26]1[CH:31]=[CH:30][CH:29]=[CH:28][CH:27]=1)[C:23]([NH:41][CH2:40][CH2:39][S:38][CH3:37])=[O:24]. Given the reactants [CH3:1][O:2][C:3]1[CH:4]=[C:5]([CH:32]=[CH:33][C:34]=1[O:35][CH3:36])[CH2:6][CH:7]1[C:13]2[CH:14]=[C:15]([O:20][CH3:21])[C:16]([O:18][CH3:19])=[CH:17][C:12]=2[CH2:11][CH2:10][CH2:9][N:8]1[CH:22]([C:26]1[CH:31]=[CH:30][CH:29]=[CH:28][CH:27]=1)[C:23](O)=[O:24].[CH3:37][S:38][CH2:39][CH2:40][NH2:41], predict the reaction product. (2) Given the reactants [C:1]([N:4]1[CH2:26][C:12]2([CH2:17][CH2:16][N:15]([C:18]3([C:24]#N)[CH2:23][CH2:22][CH2:21][CH2:20][CH2:19]3)[CH2:14][CH2:13]2)[C:11]2[C:6](=[CH:7][CH:8]=[CH:9][CH:10]=2)[CH2:5]1)(=[O:3])[CH3:2].C[Mg]Br, predict the reaction product. The product is: [CH3:24][C:18]1([N:15]2[CH2:14][CH2:13][C:12]3([C:11]4[C:6](=[CH:7][CH:8]=[CH:9][CH:10]=4)[CH2:5][N:4]([C:1](=[O:3])[CH3:2])[CH2:26]3)[CH2:17][CH2:16]2)[CH2:19][CH2:20][CH2:21][CH2:22][CH2:23]1. (3) Given the reactants O1CCCCC1[O:7][CH2:8][CH2:9][N:10]1[CH:14]=[C:13]([C:15]2[N:20]=[C:19]3[N:21]([CH2:24][C:25]4[CH:26]=[C:27]5[C:32](=[CH:33][CH:34]=4)[N:31]=[CH:30][CH:29]=[CH:28]5)N=[N:23][C:18]3=[CH:17][CH:16]=2)[CH:12]=[N:11]1.[C:35]12(CS(O)(=O)=O)C(C)(C)C(CC1)CC2=O.CO, predict the reaction product. The product is: [N:31]1[C:32]2[C:27](=[CH:26][C:25]([CH2:24][N:21]3[C:19]4=[N:20][C:15]([C:13]5[CH:12]=[N:11][N:10]([CH2:9][CH2:8][OH:7])[CH:14]=5)=[CH:16][CH:17]=[C:18]4[N:23]=[CH:35]3)=[CH:34][CH:33]=2)[CH:28]=[CH:29][CH:30]=1. (4) Given the reactants [F:1][C:2]1[CH:32]=[C:31]([F:33])[CH:30]=[CH:29][C:3]=1[O:4][C:5]1[CH:10]=[CH:9][C:8]([S:11]([CH3:14])(=[O:13])=[O:12])=[CH:7][C:6]=1[C:15]1[C:16]2[CH:25]=[C:24]([C:26](O)=[O:27])[NH:23][C:17]=2[C:18](=[O:22])[N:19]([CH3:21])[CH:20]=1.C(Cl)(=O)C(Cl)=O.C[N:41](C)C=O.[OH-].[NH4+], predict the reaction product. The product is: [F:1][C:2]1[CH:32]=[C:31]([F:33])[CH:30]=[CH:29][C:3]=1[O:4][C:5]1[CH:10]=[CH:9][C:8]([S:11]([CH3:14])(=[O:13])=[O:12])=[CH:7][C:6]=1[C:15]1[C:16]2[CH:25]=[C:24]([C:26]([NH2:41])=[O:27])[NH:23][C:17]=2[C:18](=[O:22])[N:19]([CH3:21])[CH:20]=1.